Dataset: Full USPTO retrosynthesis dataset with 1.9M reactions from patents (1976-2016). Task: Predict the reactants needed to synthesize the given product. (1) Given the product [ClH:24].[CH2:38]([NH:12][C:10](=[NH:11])[NH:9][C:13](=[NH:14])[N:23]([CH3:25])[CH2:22][CH2:21][C:15]1[CH:20]=[CH:19][CH:18]=[CH:17][CH:16]=1)[CH2:31][CH2:36][CH2:35][CH2:34][CH2:33][CH2:32][CH3:37], predict the reactants needed to synthesize it. The reactants are: C([N:9]([C:13]#[N:14])[C:10]([NH2:12])=[NH:11])CCCCCCC.[C:15]1([CH2:21][CH2:22][NH2:23])[CH:20]=[CH:19][CH:18]=[CH:17][CH:16]=1.[ClH:24].[C:25](OCC)(=O)C.[C:31]1([CH3:38])[C:32]([CH3:37])=[CH:33][CH:34]=[CH:35][CH:36]=1. (2) The reactants are: Cl.[F:2][C:3]([F:48])([F:47])[CH2:4][CH2:5][S:6]([O:9][C:10]1[CH:15]=[CH:14][C:13]([C:16]2[N:20]([C:21]3[CH:26]=[CH:25][C:24]([Cl:27])=[CH:23][C:22]=3[Cl:28])[N:19]=[C:18]([C:29]([NH:31][C@H:32]3[CH2:37][CH2:36][CH2:35][C@H:34]([NH:38]C(OC(C)(C)C)=O)[CH2:33]3)=[O:30])[C:17]=2[CH3:46])=[CH:12][CH:11]=1)(=[O:8])=[O:7]. Given the product [ClH:27].[F:48][C:3]([F:2])([F:47])[CH2:4][CH2:5][S:6]([O:9][C:10]1[CH:15]=[CH:14][C:13]([C:16]2[N:20]([C:21]3[CH:26]=[CH:25][C:24]([Cl:27])=[CH:23][C:22]=3[Cl:28])[N:19]=[C:18]([C:29]([NH:31][C@H:32]3[CH2:37][CH2:36][CH2:35][C@H:34]([NH2:38])[CH2:33]3)=[O:30])[C:17]=2[CH3:46])=[CH:12][CH:11]=1)(=[O:8])=[O:7], predict the reactants needed to synthesize it. (3) Given the product [NH2:25][S:22]([CH:19]1[CH2:20][CH2:21][N:16]([C:2]2[C:12]([C:13]#[N:14])=[CH:11][C:5]([C:6]([O:8][CH2:9][CH3:10])=[O:7])=[C:4]([CH3:15])[N:3]=2)[CH2:17][CH2:18]1)(=[O:24])=[O:23], predict the reactants needed to synthesize it. The reactants are: Cl[C:2]1[C:12]([C:13]#[N:14])=[CH:11][C:5]([C:6]([O:8][CH2:9][CH3:10])=[O:7])=[C:4]([CH3:15])[N:3]=1.[NH:16]1[CH2:21][CH2:20][CH:19]([S:22]([NH2:25])(=[O:24])=[O:23])[CH2:18][CH2:17]1.CCN(C(C)C)C(C)C.C([O-])(O)=O.[Na+]. (4) Given the product [Cl:1][C:2]1[CH:3]=[C:4]([N:10]2[CH2:19][CH2:18][C:17]3[C:16]([NH:20][C:21]4[N:26]=[N:25][C:24]([C:27]([NH:33][CH2:32][C:31]([F:35])([F:34])[F:30])=[O:29])=[CH:23][CH:22]=4)=[N:15][CH:14]=[N:13][C:12]=3[CH2:11]2)[CH:5]=[CH:6][C:7]=1[C:8]#[N:9], predict the reactants needed to synthesize it. The reactants are: [Cl:1][C:2]1[CH:3]=[C:4]([N:10]2[CH2:19][CH2:18][C:17]3[C:16]([NH:20][C:21]4[N:26]=[N:25][C:24]([C:27]([OH:29])=O)=[CH:23][CH:22]=4)=[N:15][CH:14]=[N:13][C:12]=3[CH2:11]2)[CH:5]=[CH:6][C:7]=1[C:8]#[N:9].[F:30][C:31]([F:35])([F:34])[CH2:32][NH2:33]. (5) Given the product [F:27][C:26]1[C:11]2[C:12]([C:22](=[O:25])[NH:23][CH3:24])=[C:13]([C:15]3[CH:20]=[CH:19][C:18]([F:21])=[CH:17][CH:16]=3)[O:14][C:10]=2[CH:9]=[CH:8][C:7]=1[C:39]1[CH:40]=[C:41]([CH:45]=[CH:46][C:47]=1[O:48][CH3:49])[C:42]([OH:44])=[O:43], predict the reactants needed to synthesize it. The reactants are: FC(F)(F)S(O[C:7]1[CH:8]=[CH:9][C:10]2[O:14][C:13]([C:15]3[CH:20]=[CH:19][C:18]([F:21])=[CH:17][CH:16]=3)=[C:12]([C:22](=[O:25])[NH:23][CH3:24])[C:11]=2[C:26]=1[F:27])(=O)=O.O1CCOCC1.B([C:39]1[CH:40]=[C:41]([CH:45]=[CH:46][C:47]=1[O:48][CH3:49])[C:42]([OH:44])=[O:43])(O)O.C(=O)([O-])[O-].[Cs+].[Cs+]. (6) Given the product [CH:1]1([CH2:4][C:5]2[N:6]=[C:7]([CH3:27])[N:8]([C:28]3[CH:33]=[CH:32][CH:31]=[CH:30][CH:29]=3)[C:9](=[O:26])[C:10]=2[CH2:11][C:12]2[CH:17]=[CH:16][C:15]([C:18]3[CH:23]=[CH:22][CH:21]=[CH:20][C:19]=3[C:24]3[NH:37][C:50](=[O:52])[O:53][N:25]=3)=[CH:14][CH:13]=2)[CH2:3][CH2:2]1, predict the reactants needed to synthesize it. The reactants are: [CH:1]1([CH2:4][C:5]2[N:6]=[C:7]([CH3:27])[NH:8][C:9](=[O:26])[C:10]=2[CH2:11][C:12]2[CH:17]=[CH:16][C:15]([C:18]3[C:19]([C:24]#[N:25])=[CH:20][CH:21]=[CH:22][CH:23]=3)=[CH:14][CH:13]=2)[CH2:3][CH2:2]1.[C:28]1(B(O)O)[CH:33]=[CH:32][CH:31]=[CH:30][CH:29]=1.[N:37]1C=CC=CC=1.C(N(CC)CC)C.[C:50]([O:53]CC)(=[O:52])C. (7) Given the product [Cl:8][C:9]1[N:10]=[CH:11][N:12]([C:14]2[CH:19]=[CH:18][C:17]([NH:20][C:21]3[S:22][C:23]4[CH2:29][CH:28]([NH2:5])[CH2:27][CH:26]([C:31]5[CH:36]=[CH:35][C:34]([F:37])=[CH:33][CH:32]=5)[C:24]=4[N:25]=3)=[CH:16][C:15]=2[O:38][CH3:39])[CH:13]=1, predict the reactants needed to synthesize it. The reactants are: C([O-])(=O)C.[NH4+:5].[BH4-].[Na+].[Cl:8][C:9]1[N:10]=[CH:11][N:12]([C:14]2[CH:19]=[CH:18][C:17]([NH:20][C:21]3[S:22][C:23]4[CH2:29][C:28](=O)[CH2:27][CH:26]([C:31]5[CH:36]=[CH:35][C:34]([F:37])=[CH:33][CH:32]=5)[C:24]=4[N:25]=3)=[CH:16][C:15]=2[O:38][CH3:39])[CH:13]=1.Cl.[BH4-]. (8) Given the product [CH3:2][O:3][C:4](=[O:14])[C@@H:5]([NH:6][CH2:25][C:24]1[CH:23]=[CH:22][C:21]([C:16]2[CH:17]=[CH:18][CH:19]=[CH:20][N:15]=2)=[CH:28][CH:27]=1)[CH2:7][C:8]1[CH:13]=[CH:12][CH:11]=[CH:10][CH:9]=1, predict the reactants needed to synthesize it. The reactants are: Cl.[CH3:2][O:3][C:4](=[O:14])[C@H:5]([CH2:7][C:8]1[CH:13]=[CH:12][CH:11]=[CH:10][CH:9]=1)[NH2:6].[N:15]1[CH:20]=[CH:19][CH:18]=[CH:17][C:16]=1[C:21]1[CH:28]=[CH:27][C:24]([CH:25]=O)=[CH:23][CH:22]=1.[BH4-].[Na+]. (9) Given the product [Br:1][C:2]1[C:3]([CH3:20])=[C:4]2[NH:10][C:9]([C:11]3[CH:16]=[CH:15][C:14]([NH2:17])=[CH:13][CH:12]=3)=[N:8][C:5]2=[N:6][CH:7]=1, predict the reactants needed to synthesize it. The reactants are: [Br:1][C:2]1[C:3]([CH3:20])=[C:4]2[NH:10][C:9]([C:11]3[CH:16]=[CH:15][C:14]([N+:17]([O-])=O)=[CH:13][CH:12]=3)=[N:8][C:5]2=[N:6][CH:7]=1.Cl.